Dataset: Catalyst prediction with 721,799 reactions and 888 catalyst types from USPTO. Task: Predict which catalyst facilitates the given reaction. (1) Reactant: [CH:1]1([NH:4][C:5](=[NH:7])[CH3:6])[CH2:3][CH2:2]1.Br[C:9](=[CH:13]OC)[C:10](=[O:12])[CH3:11].C(N(CC)CC)C.S(=O)(=O)(O)O. Product: [C:10]([C:9]1[N:4]([CH:1]2[CH2:3][CH2:2]2)[C:5]([CH3:6])=[N:7][CH:13]=1)(=[O:12])[CH3:11]. The catalyst class is: 32. (2) Reactant: [Cl:1][C:2]1[CH:7]=[CH:6][N:5]2[N:8]=[CH:9][C:10]([C:11](Cl)=[O:12])=[C:4]2[N:3]=1.[Cl:14][C:15]1[CH:16]=[C:17]([N:21]2[C:25]([NH2:26])=[CH:24][C:23]([CH3:27])=[N:22]2)[CH:18]=[CH:19][CH:20]=1.C(N(CC)C(C)C)(C)C. Product: [Cl:1][C:2]1[CH:7]=[CH:6][N:5]2[N:8]=[CH:9][C:10]([C:11]([NH:26][C:25]3[N:21]([C:17]4[CH:18]=[CH:19][CH:20]=[C:15]([Cl:14])[CH:16]=4)[N:22]=[C:23]([CH3:27])[CH:24]=3)=[O:12])=[C:4]2[N:3]=1. The catalyst class is: 4. (3) Reactant: [CH2:1]([O:3][C:4]([N:6]1[C:15]2[C:10](=[N:11][C:12]([OH:16])=[CH:13][CH:14]=2)[C@@H:9]([NH:17][C:18]2[N:23]=[C:22]([CH2:24][C:25]3[CH:30]=[C:29]([C:31]([F:34])([F:33])[F:32])[CH:28]=[C:27]([C:35]([F:38])([F:37])[F:36])[CH:26]=3)[C:21]([N:39]3[CH2:44][CH2:43][O:42][CH2:41][CH2:40]3)=[CH:20][N:19]=2)[CH2:8][C@H:7]1[CH2:45][CH3:46])=[O:5])[CH3:2].[H-].[Na+].[CH2:49](I)[CH3:50].O. Product: [CH2:1]([O:3][C:4]([N:6]1[C:15]2[C:10](=[N:11][C:12]([O:16][CH2:49][CH3:50])=[CH:13][CH:14]=2)[C@@H:9]([NH:17][C:18]2[N:23]=[C:22]([CH2:24][C:25]3[CH:30]=[C:29]([C:31]([F:34])([F:33])[F:32])[CH:28]=[C:27]([C:35]([F:38])([F:36])[F:37])[CH:26]=3)[C:21]([N:39]3[CH2:40][CH2:41][O:42][CH2:43][CH2:44]3)=[CH:20][N:19]=2)[CH2:8][C@H:7]1[CH2:45][CH3:46])=[O:5])[CH3:2]. The catalyst class is: 42. (4) Reactant: C[O:2][C:3](=[O:38])[C:4]1[CH:9]=[C:8]([O:10][CH2:11][C:12]2[S:13][CH:14]=[C:15]([C:17]3[CH:22]=[CH:21][C:20]([CH2:23][O:24][C:25]4[CH:30]=[CH:29][C:28]([CH:31]([CH2:35][CH2:36][CH3:37])[CH2:32][CH2:33][CH3:34])=[CH:27][CH:26]=4)=[CH:19][CH:18]=3)[CH:16]=2)[CH:7]=[N:6][CH:5]=1.O1CCCC1.[OH-].[Na+].Cl. Product: [CH2:32]([CH:31]([C:28]1[CH:27]=[CH:26][C:25]([O:24][CH2:23][C:20]2[CH:19]=[CH:18][C:17]([C:15]3[CH:16]=[C:12]([CH2:11][O:10][C:8]4[CH:7]=[N:6][CH:5]=[C:4]([CH:9]=4)[C:3]([OH:38])=[O:2])[S:13][CH:14]=3)=[CH:22][CH:21]=2)=[CH:30][CH:29]=1)[CH2:35][CH2:36][CH3:37])[CH2:33][CH3:34]. The catalyst class is: 97. (5) Reactant: [CH2:1]1[CH:9]2[N:4]([CH2:5][CH2:6][CH:7]([C:10]3[C:18]4[C:13](=[CH:14][CH:15]=[N:16][CH:17]=4)[NH:12][CH:11]=3)[CH2:8]2)[CH2:3][CH2:2]1.[CH:19]1[C:28]2[C:23](=[CH:24][CH:25]=[CH:26][CH:27]=2)[CH:22]=[CH:21][C:20]=1[S:29](Cl)(=[O:31])=[O:30].C[Si]([N-][Si](C)(C)C)(C)C.[Na+]. Product: [CH2:1]1[CH:9]2[N:4]([CH2:5][CH2:6][CH:7]([C:10]3[C:18]4[C:17](=[N:16][CH:15]=[CH:14][CH:13]=4)[N:12]([S:29]([C:20]4[CH:21]=[CH:22][C:23]5[C:28](=[CH:27][CH:26]=[CH:25][CH:24]=5)[CH:19]=4)(=[O:31])=[O:30])[CH:11]=3)[CH2:8]2)[CH2:3][CH2:2]1. The catalyst class is: 1. (6) Reactant: [F:1][C:2]1[C:7]([O:8][CH3:9])=[CH:6][C:5]([O:10][CH3:11])=[C:4]([F:12])[C:3]=1[N:13]1[C:22](=[O:23])[C:21]2([CH2:25][CH2:24]2)[C:20]2[C:15](=[CH:16][N:17]=[C:18]([C:26]3[CH:27]=[C:28]([NH:32]C(=O)C)[CH:29]=[N:30][CH:31]=3)[CH:19]=2)[CH2:14]1.[OH-].[K+]. Product: [NH2:32][C:28]1[CH:27]=[C:26]([C:18]2[CH:19]=[C:20]3[C:15](=[CH:16][N:17]=2)[CH2:14][N:13]([C:3]2[C:2]([F:1])=[C:7]([O:8][CH3:9])[CH:6]=[C:5]([O:10][CH3:11])[C:4]=2[F:12])[C:22](=[O:23])[C:21]23[CH2:25][CH2:24]2)[CH:31]=[N:30][CH:29]=1. The catalyst class is: 8.